From a dataset of Full USPTO retrosynthesis dataset with 1.9M reactions from patents (1976-2016). Predict the reactants needed to synthesize the given product. Given the product [F:14][C:15]1[CH:16]=[C:17]([CH:18]=[CH:19][C:20]=1[F:21])[CH2:22][O:23][C:2]1[CH:3]=[C:4]2[N:11]([CH3:12])[CH:10]([CH3:13])[CH2:9][N:5]2[C:6](=[O:8])[N:7]=1, predict the reactants needed to synthesize it. The reactants are: Cl[C:2]1[CH:3]=[C:4]2[N:11]([CH3:12])[CH:10]([CH3:13])[CH2:9][N:5]2[C:6](=[O:8])[N:7]=1.[F:14][C:15]1[CH:16]=[C:17]([CH2:22][OH:23])[CH:18]=[CH:19][C:20]=1[F:21].